From a dataset of CYP3A4 inhibition data for predicting drug metabolism from PubChem BioAssay. Regression/Classification. Given a drug SMILES string, predict its absorption, distribution, metabolism, or excretion properties. Task type varies by dataset: regression for continuous measurements (e.g., permeability, clearance, half-life) or binary classification for categorical outcomes (e.g., BBB penetration, CYP inhibition). Dataset: cyp3a4_veith. The molecule is COc1ccc2oc(-c3ccc(C)c(NC(=O)c4ccc(N5CCOCC5)c([N+](=O)[O-])c4)c3)nc2c1. The result is 1 (inhibitor).